Regression. Given two drug SMILES strings and cell line genomic features, predict the synergy score measuring deviation from expected non-interaction effect. From a dataset of NCI-60 drug combinations with 297,098 pairs across 59 cell lines. (1) Drug 1: CC1=C(C(=O)C2=C(C1=O)N3CC4C(C3(C2COC(=O)N)OC)N4)N. Drug 2: COC1=C2C(=CC3=C1OC=C3)C=CC(=O)O2. Cell line: SNB-75. Synergy scores: CSS=34.9, Synergy_ZIP=-3.38, Synergy_Bliss=-2.01, Synergy_Loewe=-32.9, Synergy_HSA=-2.28. (2) Drug 1: CC=C1C(=O)NC(C(=O)OC2CC(=O)NC(C(=O)NC(CSSCCC=C2)C(=O)N1)C(C)C)C(C)C. Drug 2: CCN(CC)CCNC(=O)C1=C(NC(=C1C)C=C2C3=C(C=CC(=C3)F)NC2=O)C. Cell line: UACC-257. Synergy scores: CSS=60.1, Synergy_ZIP=-1.51, Synergy_Bliss=-2.07, Synergy_Loewe=-62.9, Synergy_HSA=-1.29. (3) Drug 1: CN1CCC(CC1)COC2=C(C=C3C(=C2)N=CN=C3NC4=C(C=C(C=C4)Br)F)OC. Drug 2: CC12CCC3C(C1CCC2=O)CC(=C)C4=CC(=O)C=CC34C. Cell line: OVCAR-4. Synergy scores: CSS=40.0, Synergy_ZIP=-1.11, Synergy_Bliss=-3.10, Synergy_Loewe=-2.73, Synergy_HSA=-2.45. (4) Drug 1: CN1C(=O)N2C=NC(=C2N=N1)C(=O)N. Drug 2: CC1CCC2CC(C(=CC=CC=CC(CC(C(=O)C(C(C(=CC(C(=O)CC(OC(=O)C3CCCCN3C(=O)C(=O)C1(O2)O)C(C)CC4CCC(C(C4)OC)OCCO)C)C)O)OC)C)C)C)OC. Cell line: HS 578T. Synergy scores: CSS=2.25, Synergy_ZIP=-0.818, Synergy_Bliss=0.406, Synergy_Loewe=-5.71, Synergy_HSA=-2.92. (5) Drug 1: CC1=C(C=C(C=C1)NC(=O)C2=CC=C(C=C2)CN3CCN(CC3)C)NC4=NC=CC(=N4)C5=CN=CC=C5. Drug 2: C(=O)(N)NO. Cell line: SK-OV-3. Synergy scores: CSS=-7.01, Synergy_ZIP=4.94, Synergy_Bliss=4.94, Synergy_Loewe=-3.66, Synergy_HSA=-3.09. (6) Drug 1: CC12CCC3C(C1CCC2O)C(CC4=C3C=CC(=C4)O)CCCCCCCCCS(=O)CCCC(C(F)(F)F)(F)F. Drug 2: C#CCC(CC1=CN=C2C(=N1)C(=NC(=N2)N)N)C3=CC=C(C=C3)C(=O)NC(CCC(=O)O)C(=O)O. Cell line: RXF 393. Synergy scores: CSS=9.69, Synergy_ZIP=-1.84, Synergy_Bliss=0.117, Synergy_Loewe=-16.4, Synergy_HSA=-2.33. (7) Drug 1: CC=C1C(=O)NC(C(=O)OC2CC(=O)NC(C(=O)NC(CSSCCC=C2)C(=O)N1)C(C)C)C(C)C. Drug 2: CC1C(C(CC(O1)OC2CC(CC3=C2C(=C4C(=C3O)C(=O)C5=CC=CC=C5C4=O)O)(C(=O)C)O)N)O. Cell line: OVCAR3. Synergy scores: CSS=70.3, Synergy_ZIP=-2.23, Synergy_Bliss=-6.40, Synergy_Loewe=-6.81, Synergy_HSA=-5.45. (8) Drug 1: CC(CN1CC(=O)NC(=O)C1)N2CC(=O)NC(=O)C2. Drug 2: COC1=NC(=NC2=C1N=CN2C3C(C(C(O3)CO)O)O)N. Cell line: SF-539. Synergy scores: CSS=17.6, Synergy_ZIP=-2.01, Synergy_Bliss=3.44, Synergy_Loewe=2.44, Synergy_HSA=3.87.